From a dataset of Forward reaction prediction with 1.9M reactions from USPTO patents (1976-2016). Predict the product of the given reaction. Given the reactants [F:1][C:2]1[CH:10]=[CH:9][C:8]2[CH:7]([CH2:11]O)[CH2:6][CH2:5][C:4]=2[C:3]=1[C:13]#[N:14].CC(OI1(OC(C)=O)(OC(C)=O)OC(=O)C2C1=CC=CC=2)=O.[O-]S([O-])(=S)=O.[Na+].[Na+].C([N:51]1[CH2:56][CH2:55][NH:54][CH2:53][CH2:52]1)(OC(C)(C)C)=O.C([BH3-])#N.[Na+], predict the reaction product. The product is: [F:1][C:2]1[CH:10]=[CH:9][C:8]2[CH:7]([CH2:11][N:51]3[CH2:56][CH2:55][NH:54][CH2:53][CH2:52]3)[CH2:6][CH2:5][C:4]=2[C:3]=1[C:13]#[N:14].